Task: Predict the product of the given reaction.. Dataset: Forward reaction prediction with 1.9M reactions from USPTO patents (1976-2016) (1) Given the reactants N[C:2]1[O:7][CH:6]2[C:8]3[C:12](=[CH:13][CH:14]=[C:5]2[CH:4]([C:15]2[CH:20]=[C:19]([O:21][CH3:22])[C:18]([O:23][CH3:24])=[C:17]([Br:25])[CH:16]=2)[C:3]=1[C:26]#[N:27])[N:11]=[CH:10][CH:9]=3.C(ON=O)(C)(C)C.[BH4-].[Na+], predict the reaction product. The product is: [Br:25][C:17]1[CH:16]=[C:15]([CH:4]2[C:3]([C:26]#[N:27])=[CH:2][O:7][CH:6]3[C:8]4[C:12](=[CH:13][CH:14]=[C:5]23)[N:11]=[CH:10][CH:9]=4)[CH:20]=[C:19]([O:21][CH3:22])[C:18]=1[O:23][CH3:24]. (2) Given the reactants [F-].C([N+](CCCC)(CCCC)CCCC)CCC.[Si]([O:26][CH2:27][CH2:28][N:29]1[CH2:34][CH2:33][CH2:32][N:31]([CH:35]2[CH2:40][CH2:39][N:38]([C:41](=[O:59])[C@H:42]([OH:58])[CH2:43][S:44]([C:47]3[CH:56]=[CH:55][C:54]4[C:49](=[CH:50][CH:51]=[C:52]([Cl:57])[CH:53]=4)[CH:48]=3)(=[O:46])=[O:45])[CH2:37][CH2:36]2)[C:30]1=[O:60])(C(C)(C)C)(C)C, predict the reaction product. The product is: [Cl:57][C:52]1[CH:53]=[C:54]2[C:49](=[CH:50][CH:51]=1)[CH:48]=[C:47]([S:44]([CH2:43][C@@H:42]([OH:58])[C:41]([N:38]1[CH2:37][CH2:36][CH:35]([N:31]3[CH2:32][CH2:33][CH2:34][N:29]([CH2:28][CH2:27][OH:26])[C:30]3=[O:60])[CH2:40][CH2:39]1)=[O:59])(=[O:45])=[O:46])[CH:56]=[CH:55]2. (3) Given the reactants C([N-]C(C)C)(C)C.[Li+].[Cl:9][C:10]1[N:11]=[CH:12][CH:13]=[C:14]2[C:19]=1[N:18]=[CH:17][C:16]([O:20][CH2:21][C:22]#[CH:23])=[CH:15]2.[O-]S([C:28]([F:31])([F:30])[F:29])(=O)=O.[F:29][C:28]([F:31])([F:30])[S+]1C2C=CC=CC=2C2C=CC=CC1=2, predict the reaction product. The product is: [Cl:9][C:10]1[N:11]=[CH:12][CH:13]=[C:14]2[C:19]=1[N:18]=[CH:17][C:16]([O:20][CH2:21][C:22]#[C:23][C:28]([F:31])([F:30])[F:29])=[CH:15]2. (4) Given the reactants Cl.[CH:2]1([CH2:5][O:6][C:7]2[CH:12]=[CH:11][C:10]([CH2:13][CH3:14])=[CH:9][C:8]=2[C:15]2[C:16]3[NH:23][C:22]([CH3:24])=[C:21]([C:25]([NH:27][C@H:28]4[C@H:32]([OH:33])[CH2:31][NH:30][CH2:29]4)=[O:26])[C:17]=3[N:18]=[CH:19][N:20]=2)[CH2:4][CH2:3]1.C([O:37][CH2:38][C:39](Cl)=[O:40])(=O)C, predict the reaction product. The product is: [CH:2]1([CH2:5][O:6][C:7]2[CH:12]=[CH:11][C:10]([CH2:13][CH3:14])=[CH:9][C:8]=2[C:15]2[C:16]3[NH:23][C:22]([CH3:24])=[C:21]([C:25]([NH:27][C@H:28]4[C@H:32]([OH:33])[CH2:31][N:30]([C:38](=[O:37])[CH2:39][OH:40])[CH2:29]4)=[O:26])[C:17]=3[N:18]=[CH:19][N:20]=2)[CH2:4][CH2:3]1. (5) Given the reactants [C:1](OC(=O)C)(=[O:3])[CH3:2].Cl(O)(=O)(=O)=O.[CH3:13][C:14]([C@:16]1([OH:44])[C@@:20]2([CH3:43])[CH2:21][C@H:22]([C:34]3[CH:35]=[CH:36][C:37]([N:40]([CH3:42])[CH3:41])=[CH:38][CH:39]=3)[C:23]3[C@H:33]([C@@H:19]2[CH2:18][CH2:17]1)[CH2:32][CH2:31][C:30]1[C:24]=3[CH2:25][CH2:26][C:27]([CH:29]=1)=[O:28])=[O:15].C(=O)(O)[O-].[Na+], predict the reaction product. The product is: [CH3:13][C:14]([C@:16]1([O:44][C:1]([CH3:2])=[O:3])[C@@:20]2([CH3:43])[CH2:21][C@H:22]([C:34]3[CH:39]=[CH:38][C:37]([N:40]([CH3:42])[CH3:41])=[CH:36][CH:35]=3)[C:23]3[C@H:33]([C@@H:19]2[CH2:18][CH2:17]1)[CH2:32][CH2:31][C:30]1[C:24]=3[CH2:25][CH2:26][C:27]([CH:29]=1)=[O:28])=[O:15]. (6) Given the reactants [NH2:1][C:2]1[CH:9]=[CH:8][C:5]([C:6]#[N:7])=[C:4]([CH:10]2[CH2:12][CH2:11]2)[CH:3]=1.[C:13](N1C=CN=C1)(N1C=CN=C1)=[S:14], predict the reaction product. The product is: [CH:10]1([C:4]2[CH:3]=[C:2]([N:1]=[C:13]=[S:14])[CH:9]=[CH:8][C:5]=2[C:6]#[N:7])[CH2:11][CH2:12]1.